Dataset: Retrosynthesis with 50K atom-mapped reactions and 10 reaction types from USPTO. Task: Predict the reactants needed to synthesize the given product. The reactants are: CS(=O)(=O)Cl.Cc1ccc(C(=O)NCc2ccc(O)cc2)c(=O)n1-c1cccc(C(F)(F)F)c1. Given the product Cc1ccc(C(=O)NCc2ccc(OS(C)(=O)=O)cc2)c(=O)n1-c1cccc(C(F)(F)F)c1, predict the reactants needed to synthesize it.